Dataset: Forward reaction prediction with 1.9M reactions from USPTO patents (1976-2016). Task: Predict the product of the given reaction. (1) Given the reactants [F:1][C:2]1([F:14])[CH2:7][CH2:6][CH:5]([CH:8]=[CH:9][C:10]([O:12][CH3:13])=[O:11])[CH2:4][CH2:3]1.[N+:15]([CH3:18])([O-:17])=[O:16].N12CCCN=C1CCCCC2, predict the reaction product. The product is: [F:1][C:2]1([F:14])[CH2:3][CH2:4][CH:5]([CH:8]([CH2:18][N+:15]([O-:17])=[O:16])[CH2:9][C:10]([O:12][CH3:13])=[O:11])[CH2:6][CH2:7]1. (2) Given the reactants [N:1]1([C:10]2[CH:22]=[CH:21][C:13]([O:14][CH2:15][C:16](OCC)=[O:17])=[CH:12][CH:11]=2)[C:5]2[CH:6]=[CH:7][CH:8]=[CH:9][C:4]=2[N:3]=[CH:2]1.[H-].[Al+3].[Li+].[H-].[H-].[H-].[OH-].[Na+].S([O-])([O-])(=O)=O.[Na+].[Na+], predict the reaction product. The product is: [N:1]1([C:10]2[CH:22]=[CH:21][C:13]([O:14][CH2:15][CH2:16][OH:17])=[CH:12][CH:11]=2)[C:5]2[CH:6]=[CH:7][CH:8]=[CH:9][C:4]=2[N:3]=[CH:2]1. (3) Given the reactants C([O:5][C:6](=[O:40])[CH2:7][N:8]1[C:12]2[CH:13]=[CH:14][C:15]([N:17]([CH2:28][C:29]3[CH:34]=[CH:33][C:32]([C:35]#[N:36])=[CH:31][CH:30]=3)[S:18]([C:21]3[CH:26]=[CH:25][C:24]([F:27])=[CH:23][CH:22]=3)(=[O:20])=[O:19])=[CH:16][C:11]=2[N:10]=[C:9]1[CH2:37][CH2:38][CH3:39])(C)(C)C.C(O)(C(F)(F)F)=O, predict the reaction product. The product is: [C:35]([C:32]1[CH:31]=[CH:30][C:29]([CH2:28][N:17]([S:18]([C:21]2[CH:22]=[CH:23][C:24]([F:27])=[CH:25][CH:26]=2)(=[O:19])=[O:20])[C:15]2[CH:14]=[CH:13][C:12]3[N:8]([CH2:7][C:6]([OH:40])=[O:5])[C:9]([CH2:37][CH2:38][CH3:39])=[N:10][C:11]=3[CH:16]=2)=[CH:34][CH:33]=1)#[N:36]. (4) Given the reactants [CH2:1]1[S:10](=[O:12])(=[O:11])[NH:9][CH2:8][CH:7]2[CH2:13][CH2:14][C:2]1([C:4]2([CH3:6])[CH3:5])[CH3:3].CN(C=O)C.[H-].[Na+].Br[CH2:23][C:24]([O:26][C:27]([CH3:30])([CH3:29])[CH3:28])=[O:25], predict the reaction product. The product is: [C:27]([O:26][C:24]([CH2:23][N:9]1[CH2:8][CH:7]2[CH2:13][CH2:14][C:2]([C:4]2([CH3:6])[CH3:5])([CH3:3])[CH2:1][S:10]1(=[O:12])=[O:11])=[O:25])([CH3:30])([CH3:29])[CH3:28]. (5) Given the reactants O[CH:2]([CH2:7][CH2:8][O:9][C:10]1[CH:15]=[CH:14][CH:13]=[CH:12][CH:11]=1)[CH2:3][C:4](O)=O.O[CH:17]([CH2:22][CH2:23][CH2:24]COC1C=CC=CC=1)[CH2:18][C:19]([OH:21])=[O:20], predict the reaction product. The product is: [O:9]([CH2:8][CH2:7][CH2:2][CH2:3][CH2:4][CH2:24][CH2:23][CH2:22][CH2:17][CH2:18][C:19]([OH:21])=[O:20])[C:10]1[CH:15]=[CH:14][CH:13]=[CH:12][CH:11]=1. (6) Given the reactants [F:1][C:2]1[N:7]=[C:6]([CH3:8])[C:5](B(O)O)=[CH:4][CH:3]=1.Br[C:13]1[CH:14]=[C:15]2[C:20](=[CH:21][CH:22]=1)[N:19]=[C:18]([NH:23][CH:24]([CH2:26][CH2:27][CH2:28][N:29]([CH2:32][CH3:33])[CH2:30][CH3:31])[CH3:25])[N:17]=[CH:16]2.C(=O)([O-])[O-].[Na+].[Na+], predict the reaction product. The product is: [CH2:32]([N:29]([CH2:30][CH3:31])[CH2:28][CH2:27][CH2:26][CH:24]([NH:23][C:18]1[N:17]=[CH:16][C:15]2[C:20](=[CH:21][CH:22]=[C:13]([C:5]3[C:6]([CH3:8])=[N:7][C:2]([F:1])=[CH:3][CH:4]=3)[CH:14]=2)[N:19]=1)[CH3:25])[CH3:33]. (7) Given the reactants [N:1]1([C@@H:7]2[CH2:12][CH2:11][C@H:10]([NH:13]C(=O)OC(C)(C)C)[CH2:9][CH2:8]2)[CH2:6][CH2:5][CH2:4][CH2:3][CH2:2]1.[ClH:21], predict the reaction product. The product is: [ClH:21].[ClH:21].[N:1]1([C@@H:7]2[CH2:8][CH2:9][C@H:10]([NH2:13])[CH2:11][CH2:12]2)[CH2:6][CH2:5][CH2:4][CH2:3][CH2:2]1.